Dataset: Catalyst prediction with 721,799 reactions and 888 catalyst types from USPTO. Task: Predict which catalyst facilitates the given reaction. (1) Reactant: [F:1][C@H:2]1[CH2:19][C@@:17]2([CH3:18])[C@@H:13]([CH2:14][CH2:15][C:16]2=[O:20])[C@H:12]2[C@H:3]1[C:4]1[CH:5]=[CH:6][C:7]([OH:27])=[CH:8][C:9]=1[CH2:10][C@H:11]2[CH2:21][CH2:22][CH2:23][CH2:24][CH2:25]I.[NH:28]1[CH2:32][CH2:31][CH2:30][CH2:29]1.C(=O)(O)[O-].[Na+]. Product: [F:1][C@H:2]1[CH2:19][C@@:17]2([CH3:18])[C@@H:13]([CH2:14][CH2:15][C:16]2=[O:20])[C@H:12]2[C@H:3]1[C:4]1[CH:5]=[CH:6][C:7]([OH:27])=[CH:8][C:9]=1[CH2:10][C@H:11]2[CH2:21][CH2:22][CH2:23][CH2:24][CH2:25][N:28]1[CH2:32][CH2:31][CH2:30][CH2:29]1. The catalyst class is: 9. (2) Reactant: C(=O)([O-])[O-].[K+].[K+].C([O:10][CH2:11][C:12]1[C:17]([CH2:18][N:19]([CH2:33][C:34]2[CH:51]=[CH:50][C:37]3[N:38]([CH2:48][CH3:49])[C:39](=[O:47])[C:40]([CH3:46])([CH3:45])[C:41](=[O:44])[N:42]([CH3:43])[C:36]=3[CH:35]=2)[CH2:20][CH2:21][N:22]2[CH:27]=[CH:26][C:25]3[O:28][C:29]([CH3:31])=[CH:30][C:24]=3[C:23]2=[O:32])=[CH:16][CH:15]=[CH:14][N:13]=1)(=O)C. Product: [CH2:48]([N:38]1[C:39](=[O:47])[C:40]([CH3:46])([CH3:45])[C:41](=[O:44])[N:42]([CH3:43])[C:36]2[CH:35]=[C:34]([CH2:33][N:19]([CH2:18][C:17]3[C:12]([CH2:11][OH:10])=[N:13][CH:14]=[CH:15][CH:16]=3)[CH2:20][CH2:21][N:22]3[CH:27]=[CH:26][C:25]4[O:28][C:29]([CH3:31])=[CH:30][C:24]=4[C:23]3=[O:32])[CH:51]=[CH:50][C:37]1=2)[CH3:49]. The catalyst class is: 5. (3) Reactant: [F:1][C:2]1[CH:3]=[C:4]([N+:10]([O-:12])=[O:11])[CH:5]=[C:6]([F:9])[C:7]=1F.O.Cl.[NH:15]1[CH2:20][CH2:19][C:18](=[O:21])[CH2:17][CH2:16]1.C(N(CC)CC)C. Product: [F:9][C:6]1[CH:5]=[C:4]([N+:10]([O-:12])=[O:11])[CH:3]=[C:2]([F:1])[C:7]=1[N:15]1[CH2:20][CH2:19][C:18](=[O:21])[CH2:17][CH2:16]1. The catalyst class is: 22. (4) Reactant: [Br:1][C:2]1[CH:3]=[C:4]2[N:13]([CH3:14])[CH:12]=[CH:11][C:5]2=[N:6][C:7]=1[CH:8]([NH2:10])[CH3:9]. Product: [Br:1][C:2]1[CH:3]=[C:4]2[N:13]([CH3:14])[CH:12]=[CH:11][C:5]2=[N:6][C:7]=1[C@@H:8]([NH2:10])[CH3:9]. The catalyst class is: 657. (5) Reactant: [F:1][C:2]1[CH:26]=[CH:25][C:5]2[N:6]([C:19]3[CH:24]=[CH:23][CH:22]=[CH:21][CH:20]=3)[C:7]([C@@H:9]([NH:11]C(=O)OC(C)(C)C)[CH3:10])=[N:8][C:4]=2[CH:3]=1.C(O)(C(F)(F)F)=O. Product: [F:1][C:2]1[CH:26]=[CH:25][C:5]2[N:6]([C:19]3[CH:24]=[CH:23][CH:22]=[CH:21][CH:20]=3)[C:7]([C@@H:9]([NH2:11])[CH3:10])=[N:8][C:4]=2[CH:3]=1. The catalyst class is: 2. (6) Reactant: [Cl:1][C:2]1[CH:25]=[C:24]([C:26]([F:29])([F:28])[F:27])[CH:23]=[CH:22][C:3]=1[CH2:4][N:5]1[C:9](/[CH:10]=[CH:11]/[C:12]([O:14][CH2:15][CH3:16])=[O:13])=[CH:8][C:7]([O:17][CH2:18][CH:19]2[CH2:21][CH2:20]2)=[N:6]1. Product: [Cl:1][C:2]1[CH:25]=[C:24]([C:26]([F:29])([F:27])[F:28])[CH:23]=[CH:22][C:3]=1[CH2:4][N:5]1[C:9]([CH2:10][CH2:11][C:12]([O:14][CH2:15][CH3:16])=[O:13])=[CH:8][C:7]([O:17][CH2:18][CH:19]2[CH2:21][CH2:20]2)=[N:6]1. The catalyst class is: 481. (7) Reactant: ClC1N=C(N)C=NC=1.CN1CCNCC1.Cl[C:17]1[N:35]=[C:20]2[C:21]([C:25]3[CH:30]=[CH:29][C:28]([S:31]([CH3:34])(=[O:33])=[O:32])=[CH:27][CH:26]=3)=[CH:22][CH:23]=[CH:24][N:19]2[N:18]=1.[CH3:36][N:37]1[CH2:42][CH2:41][N:40]([C:43]2[CH:48]=[N:47][CH:46]=[C:45]([NH2:49])[N:44]=2)[CH2:39][CH2:38]1. Product: [CH3:36][N:37]1[CH2:38][CH2:39][N:40]([C:43]2[CH:48]=[N:47][CH:46]=[C:45]([NH2:49])[N:44]=2)[CH2:41][CH2:42]1.[CH3:34][S:31]([C:28]1[CH:29]=[CH:30][C:25]([C:21]2[C:20]3[N:19]([N:18]=[C:17]([NH:49][C:45]4[N:44]=[C:43]([N:40]5[CH2:41][CH2:42][N:37]([CH3:36])[CH2:38][CH2:39]5)[CH:48]=[N:47][CH:46]=4)[N:35]=3)[CH:24]=[CH:23][CH:22]=2)=[CH:26][CH:27]=1)(=[O:33])=[O:32]. The catalyst class is: 35. (8) Reactant: [C:1]([C:3]1[CH:8]=[CH:7][C:6]([NH:9][C:10]([CH:12]2[NH:16][CH:15]([CH2:17][C:18]([CH3:21])([CH3:20])[CH3:19])[C:14]3([C:29]4[C:24](=[CH:25][C:26]([Cl:30])=[CH:27][CH:28]=4)[NH:23][C:22]3=[O:31])[CH:13]2[C:32]2[CH:37]=[CH:36][CH:35]=[C:34]([Cl:38])[CH:33]=2)=[O:11])=[CH:5][CH:4]=1)#[N:2].[OH:39]O.[OH-].[Na+]. Product: [C:1]([C:3]1[CH:4]=[CH:5][C:6]([NH:9][C:10]([CH:12]2[NH:16][CH:15]([CH2:17][C:18]([CH3:21])([CH3:20])[CH3:19])[C:14]3([C:29]4[C:24](=[CH:25][C:26]([Cl:30])=[CH:27][CH:28]=4)[NH:23][C:22]3=[O:31])[CH:13]2[C:32]2[CH:37]=[CH:36][CH:35]=[C:34]([Cl:38])[CH:33]=2)=[O:11])=[CH:7][CH:8]=1)(=[O:39])[NH2:2]. The catalyst class is: 16.